Dataset: Catalyst prediction with 721,799 reactions and 888 catalyst types from USPTO. Task: Predict which catalyst facilitates the given reaction. (1) Reactant: [Br:1][C:2]1[C:3]([O:12][CH3:13])=[C:4]([O:10][CH3:11])[CH:5]=[C:6]([CH:9]=1)[CH:7]=O.[C:14](#[N:18])[CH2:15][C:16]#[N:17].N1CCCCC1.[CH2:25]([O:27][C:28]1[CH:29]=[C:30]([OH:34])[CH:31]=[CH:32][CH:33]=1)[CH3:26]. Product: [NH2:17][C:16]1[O:34][C:30]2[C:31]([CH:7]([C:6]3[CH:5]=[C:4]([O:10][CH3:11])[C:3]([O:12][CH3:13])=[C:2]([Br:1])[CH:9]=3)[C:15]=1[C:14]#[N:18])=[CH:32][CH:33]=[C:28]([O:27][CH2:25][CH3:26])[CH:29]=2. The catalyst class is: 8. (2) Reactant: [F:1][C:2]1[CH:30]=[C:29]([N+:31]([O-])=O)[CH:28]=[CH:27][C:3]=1[O:4][C:5]1[CH:10]=[CH:9][N:8]=[C:7]2[CH:11]=[C:12]([C:14]3[N:15]=[CH:16][N:17]([CH2:19][O:20][CH2:21][CH2:22][Si:23]([CH3:26])([CH3:25])[CH3:24])[CH:18]=3)[S:13][C:6]=12.[BH4-].[Na+]. Product: [F:1][C:2]1[CH:30]=[C:29]([NH2:31])[CH:28]=[CH:27][C:3]=1[O:4][C:5]1[CH:10]=[CH:9][N:8]=[C:7]2[CH:11]=[C:12]([C:14]3[N:15]=[CH:16][N:17]([CH2:19][O:20][CH2:21][CH2:22][Si:23]([CH3:25])([CH3:24])[CH3:26])[CH:18]=3)[S:13][C:6]=12. The catalyst class is: 888.